This data is from Catalyst prediction with 721,799 reactions and 888 catalyst types from USPTO. The task is: Predict which catalyst facilitates the given reaction. (1) Reactant: [CH2:1]([O:3][C:4]([C:6]1[CH:10]=[C:9]([CH3:11])[O:8][C:7]=1[C:12]([F:15])([F:14])[F:13])=[O:5])[CH3:2].[Br:16]N1C(=O)CCC1=O.C(Cl)Cl.C([O-])(O)=O.[Na+]. Product: [CH2:1]([O:3][C:4]([C:6]1[CH:10]=[C:9]([CH2:11][Br:16])[O:8][C:7]=1[C:12]([F:15])([F:13])[F:14])=[O:5])[CH3:2]. The catalyst class is: 855. (2) Reactant: [CH3:1][NH:2][CH2:3][CH2:4][OH:5].C(OCC)(=O)C.C(OC(OC(C)(C)C)=O)(OC(C)(C)C)=O.[C:27]([Cl:35])(=[O:34])[C:28]1[CH:33]=[CH:32][CH:31]=[CH:30][CH:29]=1. Product: [ClH:35].[C:27]([O:5][CH2:4][CH2:3][NH:2][CH3:1])(=[O:34])[C:28]1[CH:33]=[CH:32][CH:31]=[CH:30][CH:29]=1. The catalyst class is: 17. (3) Reactant: [Br:1][C:2]1[CH:3]=[C:4]([N+:12]([O-:14])=[O:13])[C:5]([CH3:11])=[C:6]([CH:10]=1)[C:7]([OH:9])=[O:8].[CH2:15](Br)[C:16]1[CH:21]=[CH:20][CH:19]=[CH:18][CH:17]=1.C(N(C(C)C)CC)(C)C.N1CCCC1. Product: [CH2:15]([O:8][C:7](=[O:9])[C:6]1[CH:10]=[C:2]([Br:1])[CH:3]=[C:4]([N+:12]([O-:14])=[O:13])[C:5]=1[CH3:11])[C:16]1[CH:21]=[CH:20][CH:19]=[CH:18][CH:17]=1. The catalyst class is: 674. (4) Reactant: C(OC([N:8]1[CH2:13][CH2:12][N:11]([C:14]2[N:22]([CH2:23][C:24]#[C:25][CH3:26])[C:21]3[C:20](=[O:27])[N:19]([CH2:28][C:29]([C:31]4[CH:36]=[CH:35][CH:34]=[C:33]([O:37][CH3:38])[CH:32]=4)=[O:30])[CH:18]=[N:17][C:16]=3[CH:15]=2)[CH2:10][CH2:9]1)=O)(C)(C)C.C(O)(C(F)(F)F)=O. Product: [CH2:23]([N:22]1[C:21]2[C:20](=[O:27])[N:19]([CH2:28][C:29]([C:31]3[CH:36]=[CH:35][CH:34]=[C:33]([O:37][CH3:38])[CH:32]=3)=[O:30])[CH:18]=[N:17][C:16]=2[CH:15]=[C:14]1[N:11]1[CH2:12][CH2:13][NH:8][CH2:9][CH2:10]1)[C:24]#[C:25][CH3:26]. The catalyst class is: 2.